Dataset: Reaction yield outcomes from USPTO patents with 853,638 reactions. Task: Predict the reaction yield, written as a fraction of the theoretical maximum amount of product (1.0 means a 100% yield; for example, 0.34 means a 34% yield). (1) The reactants are CI.[Cl:3][C:4]1[CH:9]=[C:8]([Cl:10])[N:7]=C(N)[N:5]=1.[H-].[Na+].[CH3:14][N:15]([CH:17]=O)[CH3:16]. No catalyst specified. The product is [Cl:3][C:4]1[CH:9]=[C:8]([Cl:10])[N:7]=[C:17]([N:15]([CH3:16])[CH3:14])[N:5]=1. The yield is 0.840. (2) The reactants are C(OC(N1C[CH2:12][CH:11]([C:14]2(CS(N3CCC(OC4C=CC([Cl:38])=CN=4)CC3)(=O)=O)[C:18](=[O:19])[NH:17][C:16](=[O:20])[NH:15]2)CC1)=O)(C)(C)C.Cl.[Cl:40][C:41]1[CH:42]=[CH:43][C:44]([O:47][CH:48]2[CH2:53][CH2:52][N:51]([S:54](CC3(C4CCNCC4)NC(=O)NC3=O)(=[O:56])=[O:55])[CH2:50][CH2:49]2)=[N:45][CH:46]=1.CO. The catalyst is Cl. The product is [ClH:38].[Cl:40][C:41]1[CH:42]=[CH:43][C:44]([O:47][CH:48]2[CH2:49][CH2:50][N:51]([S:54]([CH2:12][CH2:11][C:14]3([N:45]4[CH2:46][CH2:41][CH2:42][CH2:43][CH2:44]4)[NH:15][C:16](=[O:20])[NH:17][C:18]3=[O:19])(=[O:55])=[O:56])[CH2:52][CH2:53]2)=[N:45][CH:46]=1. The yield is 1.00. (3) The reactants are [Br:1][C:2]1[CH:11]=[C:10]2[C:5]([N:6]([C:20]([CH:22]3[CH2:24][CH2:23]3)=[O:21])[C@@H:7]([CH3:19])[CH2:8][N:9]2C(OC(C)(C)C)=O)=[CH:4][CH:3]=1.C(O)C.Cl. The catalyst is O. The product is [Br:1][C:2]1[CH:11]=[C:10]2[C:5](=[CH:4][CH:3]=1)[N:6]([C:20]([CH:22]1[CH2:23][CH2:24]1)=[O:21])[C@@H:7]([CH3:19])[CH2:8][NH:9]2. The yield is 0.930. (4) The catalyst is O1CCCC1.C(OCC)(=O)C.[Cl-].[NH4+]. The yield is 0.530. The reactants are C[Si](C)(C)N[Si](C)(C)C.[Li].[C:11]([O:15][C:16]([NH:18][CH:19]1[CH2:25][CH2:24][C:23]2[CH:26]=[CH:27][CH:28]=[CH:29][C:22]=2[CH2:21][C:20]1=[O:30])=[O:17])([CH3:14])([CH3:13])[CH3:12].CN(C)P(N(C)C)(N(C)C)=O.[CH:42](=O)[C:43]1[CH:48]=[CH:47][CH:46]=[CH:45][CH:44]=1. The product is [CH:42](=[C:21]1[C:22]2[CH:29]=[CH:28][CH:27]=[CH:26][C:23]=2[CH2:24][CH2:25][CH:19]([NH:18][C:16]([O:15][C:11]([CH3:14])([CH3:12])[CH3:13])=[O:17])[C:20]1=[O:30])[C:43]1[CH:48]=[CH:47][CH:46]=[CH:45][CH:44]=1.